This data is from Forward reaction prediction with 1.9M reactions from USPTO patents (1976-2016). The task is: Predict the product of the given reaction. (1) Given the reactants [C:1]([NH:22][CH2:23][CH2:24][NH:25][C:26](=[O:48])[CH2:27][CH2:28]/[CH:29]=[CH:30]\[CH2:31]/[CH:32]=[CH:33]\[CH2:34]/[CH:35]=[CH:36]\[CH2:37]/[CH:38]=[CH:39]\[CH2:40]/[CH:41]=[CH:42]\[CH2:43]/[CH:44]=[CH:45]\[CH2:46][CH3:47])(=[O:21])[CH2:2][CH2:3][CH2:4]/[CH:5]=[CH:6]\[CH2:7]/[CH:8]=C\C/C=C\C/C=C\C/C=C\CC.C1[C@@H](CCCCC(O)=O)[S:52][S:51]C1.C(O)(=O)CCC/C=C\C/C=C\C/C=C\C/C=C\C/C=C\CC, predict the reaction product. The product is: [S:51]1[CH2:8][CH2:7][C@@H:6]([CH2:5][CH2:4][CH2:3][CH2:2][C:1]([NH:22][CH2:23][CH2:24][NH:25][C:26](=[O:48])[CH2:27][CH2:28]/[CH:29]=[CH:30]\[CH2:31]/[CH:32]=[CH:33]\[CH2:34]/[CH:35]=[CH:36]\[CH2:37]/[CH:38]=[CH:39]\[CH2:40]/[CH:41]=[CH:42]\[CH2:43]/[CH:44]=[CH:45]\[CH2:46][CH3:47])=[O:21])[S:52]1. (2) The product is: [P:35](=[O:36])([OH:39])([OH:38])[OH:37].[Cl:1][C:2]1[CH:3]=[CH:4][C:5]([C:6]([NH:8][CH:9]([CH2:21][C:22]2[C:31]3[C:26](=[CH:27][CH:28]=[CH:29][CH:30]=3)[NH:25][C:24](=[O:32])[CH:23]=2)[C:10]([O:12][CH2:13][CH2:14][N:15]2[CH2:16][CH2:17][O:18][CH2:19][CH2:20]2)=[O:11])=[O:7])=[CH:33][CH:34]=1. Given the reactants [Cl:1][C:2]1[CH:34]=[CH:33][C:5]([C:6]([NH:8][CH:9]([CH2:21][C:22]2[C:31]3[C:26](=[CH:27][CH:28]=[CH:29][CH:30]=3)[NH:25][C:24](=[O:32])[CH:23]=2)[C:10]([O:12][CH2:13][CH2:14][N:15]2[CH2:20][CH2:19][O:18][CH2:17][CH2:16]2)=[O:11])=[O:7])=[CH:4][CH:3]=1.[P:35](=[O:39])([OH:38])([OH:37])[OH:36], predict the reaction product. (3) Given the reactants [Cl:1][C:2]1[CH:3]=[N:4][CH:5]=[C:6]([Cl:18])[C:7]=1[CH2:8][C@H:9]1[CH2:13][C:12]2([CH2:17][CH:16]=[CH:15][CH2:14]2)[CH2:11][NH:10]1.CO, predict the reaction product. The product is: [Cl:1][C:2]1[CH:3]=[N:4][CH:5]=[C:6]([Cl:18])[C:7]=1[CH2:8][C@H:9]1[CH2:13][C:12]2([CH2:17][CH2:16][CH2:15][CH2:14]2)[CH2:11][NH:10]1.